The task is: Predict the product of the given reaction.. This data is from Forward reaction prediction with 1.9M reactions from USPTO patents (1976-2016). (1) Given the reactants [CH:1]([C:4]1[CH:5]=[C:6]([C:10]2([N:13]3[CH2:17][C@H:16]([C@@H:18]([NH:29][C:30](=[O:32])[CH3:31])[CH2:19][C:20]4[CH:25]=[CH:24][C:23]([N+:26]([O-])=O)=[CH:22][CH:21]=4)[O:15][C:14]3=[O:33])[CH2:12][CH2:11]2)[CH:7]=[CH:8][CH:9]=1)([CH3:3])[CH3:2].O.[BH4-].[Na+], predict the reaction product. The product is: [NH2:26][C:23]1[CH:24]=[CH:25][C:20]([CH2:19][C@H:18]([NH:29][C:30](=[O:32])[CH3:31])[C@@H:16]2[O:15][C:14](=[O:33])[N:13]([C:10]3([C:6]4[CH:7]=[CH:8][CH:9]=[C:4]([CH:1]([CH3:3])[CH3:2])[CH:5]=4)[CH2:12][CH2:11]3)[CH2:17]2)=[CH:21][CH:22]=1. (2) Given the reactants [Br:1][C:2]1[CH:7]=[CH:6][C:5]([CH:8]2[N:12]([C:13]3[CH:18]=[CH:17][CH:16]=[CH:15][C:14]=3[Cl:19])[N:11]=[C:10]([C:20](O)=[O:21])[CH2:9]2)=[C:4]([F:23])[CH:3]=1.S(Cl)([Cl:26])=O, predict the reaction product. The product is: [Br:1][C:2]1[CH:7]=[CH:6][C:5]([CH:8]2[N:12]([C:13]3[CH:18]=[CH:17][CH:16]=[CH:15][C:14]=3[Cl:19])[N:11]=[C:10]([C:20]([Cl:26])=[O:21])[CH2:9]2)=[C:4]([F:23])[CH:3]=1. (3) Given the reactants [F:1][C:2]1[CH:3]=[C:4]2[C:9](=[CH:10][CH:11]=1)[N:8]=[C:7]([CH:12]([N:14]1C(=O)C3C(=CC=CC=3)C1=O)[CH3:13])[C:6]([C:25]1[CH:30]=[CH:29][CH:28]=[CH:27][CH:26]=1)=[C:5]2[S:31]([CH2:33][CH2:34][OH:35])=[O:32].NN, predict the reaction product. The product is: [NH2:14][CH:12]([C:7]1[C:6]([C:25]2[CH:30]=[CH:29][CH:28]=[CH:27][CH:26]=2)=[C:5]([S:31]([CH2:33][CH2:34][OH:35])=[O:32])[C:4]2[C:9](=[CH:10][CH:11]=[C:2]([F:1])[CH:3]=2)[N:8]=1)[CH3:13]. (4) Given the reactants [C:1]1([NH:7][C:8]([C:10]2[N:14]3[N:15]=[C:16](Cl)[CH:17]=[CH:18][C:13]3=[N:12][C:11]=2[CH3:20])=[O:9])[CH:6]=[CH:5][CH:4]=[CH:3][CH:2]=1.[F:21][C:22]1[CH:29]=[CH:28][C:25]([CH2:26][NH2:27])=[CH:24][CH:23]=1.[CH3:30][N:31](C)[CH:32]=O, predict the reaction product. The product is: [C:1]1([NH:7][C:8]([C:10]2[N:14]3[N:15]=[C:16]([NH:27][CH2:26][C:25]4[CH:28]=[CH:29][C:22]([F:21])=[CH:23][CH:24]=4)[CH:17]=[CH:18][C:13]3=[N:12][C:11]=2[CH3:20])=[O:9])[CH:6]=[CH:5][CH:4]=[CH:3][CH:2]=1.[CH3:30][N:31]([CH3:32])[C:16]1[CH:17]=[CH:18][C:13]2[N:14]([C:10]([C:8]([NH:7][C:1]3[CH:6]=[CH:5][CH:4]=[CH:3][CH:2]=3)=[O:9])=[C:11]([CH3:20])[N:12]=2)[N:15]=1. (5) Given the reactants [CH3:1][O:2][C:3]1[CH:22]=[CH:21][C:6]([CH2:7][C@@H:8]2[C:12]3=[N:13][C:14]4[CH:19]=[CH:18][CH:17]=[CH:16][C:15]=4[N:11]3[C:10](=[O:20])[NH:9]2)=[CH:5][CH:4]=1.[NH2:23][C@H:24]1[CH2:29][CH2:28][CH2:27][CH2:26][C@H:25]1[C:30]([O:32][CH2:33][CH3:34])=[O:31], predict the reaction product. The product is: [NH:13]1[C:14]2[CH:19]=[CH:18][CH:17]=[CH:16][C:15]=2[N:11]=[C:12]1[C@H:8]([NH:9][C:10](=[O:20])[NH:23][C@H:24]1[CH2:29][CH2:28][CH2:27][CH2:26][C@H:25]1[C:30]([O:32][CH2:33][CH3:34])=[O:31])[CH2:7][C:6]1[CH:21]=[CH:22][C:3]([O:2][CH3:1])=[CH:4][CH:5]=1.